This data is from Reaction yield outcomes from USPTO patents with 853,638 reactions. The task is: Predict the reaction yield, written as a fraction of the theoretical maximum amount of product (1.0 means a 100% yield; for example, 0.34 means a 34% yield). (1) The reactants are [CH3:1][O:2][C:3]1[CH:4]=[C:5]([CH:10]=[CH:11][C:12]=1[O:13][CH3:14])[O:6][CH2:7][CH2:8]O.C1(P(C2C=CC=CC=2)C2C=CC=CC=2)C=CC=CC=1.C(Br)(Br)(Br)[Br:35].N#N. The catalyst is C(Cl)Cl.CCOC(C)=O. The product is [Br:35][CH2:8][CH2:7][O:6][C:5]1[CH:10]=[CH:11][C:12]([O:13][CH3:14])=[C:3]([O:2][CH3:1])[CH:4]=1. The yield is 0.850. (2) The product is [F:26][C:19]1[CH:18]=[C:17]([CH:22]=[CH:21][C:20]=1[C:2]1[N:11]=[CH:10][C:9]2[C:4](=[CH:5][CH:6]=[C:7]([OH:12])[CH:8]=2)[N:3]=1)[C:14]([OH:16])=[O:15]. The reactants are Cl[C:2]1[N:11]=[CH:10][C:9]2[C:4](=[CH:5][CH:6]=[C:7]([O:12]C)[CH:8]=2)[N:3]=1.[C:14]([C:17]1[CH:22]=[CH:21][C:20](B(O)O)=[C:19]([F:26])[CH:18]=1)([OH:16])=[O:15]. The yield is 0.380. No catalyst specified.